This data is from Forward reaction prediction with 1.9M reactions from USPTO patents (1976-2016). The task is: Predict the product of the given reaction. (1) Given the reactants [C:1]1([CH2:7][CH2:8][C:9](OCC2C=CC=CC=2)=O)[CH:6]=[CH:5][CH:4]=[CH:3][CH:2]=1.[CH3:19][N:20]1[C:28]2[C:23](=[CH:24][CH:25]=[CH:26][CH:27]=2)[C:22]([CH2:29][C@H:30]([NH2:33])[CH2:31][OH:32])=[CH:21]1, predict the reaction product. The product is: [CH3:19][N:20]1[C:28]2[C:23](=[CH:24][CH:25]=[CH:26][CH:27]=2)[C:22]([CH2:29][C@H:30]2[CH2:31][O:32][C:9]([CH2:8][CH2:7][C:1]3[CH:6]=[CH:5][CH:4]=[CH:3][CH:2]=3)=[N:33]2)=[CH:21]1. (2) Given the reactants [CH3:1][O:2][C:3](=[O:27])[CH2:4][C:5]1[CH:6]=[C:7]([C:13]2[CH:18]=[CH:17][C:16]([C:19]([F:22])([F:21])[F:20])=[CH:15][C:14]=2[CH2:23][NH:24][CH2:25][CH3:26])[C:8]([O:11][CH3:12])=[CH:9][CH:10]=1.C(N(CC)CC)C.Cl[C:36]([O:38][CH3:39])=[O:37], predict the reaction product. The product is: [CH3:1][O:2][C:3](=[O:27])[CH2:4][C:5]1[CH:6]=[C:7]([C:13]2[CH:18]=[CH:17][C:16]([C:19]([F:21])([F:20])[F:22])=[CH:15][C:14]=2[CH2:23][N:24]([CH2:25][CH3:26])[C:36]([O:38][CH3:39])=[O:37])[C:8]([O:11][CH3:12])=[CH:9][CH:10]=1. (3) Given the reactants [CH3:1][O:2][C:3](=[O:12])[C:4]1[CH:9]=[C:8]([I:10])[CH:7]=[CH:6][C:5]=1[OH:11].[CH2:13]([O:15][C:16](=[O:19])[CH2:17]Br)[CH3:14], predict the reaction product. The product is: [CH3:1][O:2][C:3](=[O:12])[C:4]1[CH:9]=[C:8]([I:10])[CH:7]=[CH:6][C:5]=1[O:11][CH2:17][C:16]([O:15][CH2:13][CH3:14])=[O:19].